Dataset: Peptide-MHC class I binding affinity with 185,985 pairs from IEDB/IMGT. Task: Regression. Given a peptide amino acid sequence and an MHC pseudo amino acid sequence, predict their binding affinity value. This is MHC class I binding data. The peptide sequence is HPKLRPILL. The MHC is HLA-B27:05 with pseudo-sequence HLA-B27:05. The binding affinity (normalized) is 0.0847.